From a dataset of Forward reaction prediction with 1.9M reactions from USPTO patents (1976-2016). Predict the product of the given reaction. Given the reactants CON(C)[C:4]([C:6]1[N:7]=[CH:8][N:9]([C:11]2[CH:16]=[CH:15][CH:14]=[C:13]([C:17]3[C:18]([F:23])=[N:19][CH:20]=[CH:21][CH:22]=3)[CH:12]=2)[CH:10]=1)=[O:5].[CH3:25][N:26]1[CH:30]=[CH:29][N:28]=[CH:27]1, predict the reaction product. The product is: [F:23][C:18]1[C:17]([C:13]2[CH:12]=[C:11]([N:9]3[CH:10]=[C:6]([C:4]([C:27]4[N:26]([CH3:25])[CH:30]=[CH:29][N:28]=4)=[O:5])[N:7]=[CH:8]3)[CH:16]=[CH:15][CH:14]=2)=[CH:22][CH:21]=[CH:20][N:19]=1.